This data is from Full USPTO retrosynthesis dataset with 1.9M reactions from patents (1976-2016). The task is: Predict the reactants needed to synthesize the given product. (1) Given the product [CH2:1]([O:8][C:9]([N:11]1[CH:15]([C:16](=[O:26])[NH:17][C:18]2[CH:23]=[CH:22][C:21]([CH2:24][NH:25][C:34]([NH:33][CH2:36][C:37]3[CH:42]=[CH:41][CH:40]=[CH:39][CH:38]=3)=[O:35])=[CH:20][CH:19]=2)[CH2:14][S:13][CH:12]1[C:27]1[CH:28]=[CH:29][N:30]=[CH:31][CH:32]=1)=[O:10])[C:2]1[CH:7]=[CH:6][CH:5]=[CH:4][CH:3]=1, predict the reactants needed to synthesize it. The reactants are: [CH2:1]([O:8][C:9]([N:11]1[CH:15]([C:16](=[O:26])[NH:17][C:18]2[CH:23]=[CH:22][C:21]([CH2:24][NH2:25])=[CH:20][CH:19]=2)[CH2:14][S:13][CH:12]1[C:27]1[CH:32]=[CH:31][N:30]=[CH:29][CH:28]=1)=[O:10])[C:2]1[CH:7]=[CH:6][CH:5]=[CH:4][CH:3]=1.[N:33]([CH2:36][C:37]1[CH:42]=[CH:41][CH:40]=[CH:39][CH:38]=1)=[C:34]=[O:35].CCN(C(C)C)C(C)C. (2) The reactants are: C(OC(N[C@H](C(O)=O)C(C)C)=O)(C)(C)C.C(OC(N[C@@H](C(C)C)C(=O)C=[N+]=[N-])=O)(C)(C)C.[C:33]([O:37][C:38]([NH:40][C@@H:41]([CH:47]([CH3:49])[CH3:48])[CH2:42][C:43](OC)=[O:44])=[O:39])([CH3:36])([CH3:35])[CH3:34]. Given the product [C:33]([O:37][C:38]([NH:40][C@@H:41]([CH:47]([CH3:49])[CH3:48])[CH2:42][CH2:43][OH:44])=[O:39])([CH3:36])([CH3:35])[CH3:34], predict the reactants needed to synthesize it.